This data is from Forward reaction prediction with 1.9M reactions from USPTO patents (1976-2016). The task is: Predict the product of the given reaction. (1) Given the reactants [CH2:1]([N:8]1[C:13](=[O:14])[C:12]2[C:15]([CH3:18])=[N:16][S:17][C:11]=2[N:10]=[C:9]1[CH2:19][CH2:20][CH3:21])[C:2]1[CH:7]=[CH:6][CH:5]=[CH:4][CH:3]=1.[Br:22]Br.CC([O-])=O.[Na+], predict the reaction product. The product is: [CH2:1]([N:8]1[C:13](=[O:14])[C:12]2[C:15]([CH3:18])=[N:16][S:17][C:11]=2[N:10]=[C:9]1[CH:19]([Br:22])[CH2:20][CH3:21])[C:2]1[CH:3]=[CH:4][CH:5]=[CH:6][CH:7]=1. (2) Given the reactants O[CH2:2][CH2:3][N:4]([C:9]1[CH:10]=[C:11]2[C:15](=[CH:16][CH:17]=1)[C:14](=[O:18])[N:13]([CH2:19][C:20]([O:22][C:23]([CH3:26])([CH3:25])[CH3:24])=[O:21])[C:12]2=[O:27])[S:5]([CH3:8])(=[O:7])=[O:6].C1(P(C2C=CC=CC=2)C2C=CC=CC=2)C=CC=CC=1.C(Br)(Br)(Br)[Br:48], predict the reaction product. The product is: [Br:48][CH2:2][CH2:3][N:4]([C:9]1[CH:10]=[C:11]2[C:15](=[CH:16][CH:17]=1)[C:14](=[O:18])[N:13]([CH2:19][C:20]([O:22][C:23]([CH3:26])([CH3:25])[CH3:24])=[O:21])[C:12]2=[O:27])[S:5]([CH3:8])(=[O:7])=[O:6].